From a dataset of Peptide-MHC class I binding affinity with 185,985 pairs from IEDB/IMGT. Regression. Given a peptide amino acid sequence and an MHC pseudo amino acid sequence, predict their binding affinity value. This is MHC class I binding data. (1) The peptide sequence is NIYSALMTL. The MHC is HLA-A68:02 with pseudo-sequence HLA-A68:02. The binding affinity (normalized) is 0.612. (2) The peptide sequence is ATYTGVFDK. The MHC is HLA-A31:01 with pseudo-sequence HLA-A31:01. The binding affinity (normalized) is 0.499. (3) The peptide sequence is VIFFFERV. The MHC is H-2-Kb with pseudo-sequence H-2-Kb. The binding affinity (normalized) is 0.942. (4) The peptide sequence is STFDLYVYR. The MHC is HLA-A03:01 with pseudo-sequence HLA-A03:01. The binding affinity (normalized) is 0.254. (5) The peptide sequence is SSKMFNYFK. The MHC is HLA-B58:01 with pseudo-sequence HLA-B58:01. The binding affinity (normalized) is 0.0847. (6) The peptide sequence is EEPVSLLPLS. The MHC is HLA-B45:01 with pseudo-sequence HLA-B45:01. The binding affinity (normalized) is 0.414.